This data is from Forward reaction prediction with 1.9M reactions from USPTO patents (1976-2016). The task is: Predict the product of the given reaction. (1) Given the reactants Br[C:2]1[CH:3]=[C:4]([CH2:8][C:9]([OH:11])=[O:10])[CH:5]=[CH:6][CH:7]=1.[C:12]([O:16][C:17]([CH3:20])([CH3:19])[CH3:18])(=[O:15])[CH:13]=[CH2:14].C(N(CC)CC)C.C1(C)C=CC=CC=1P(C1C=CC=CC=1C)C1C=CC=CC=1C, predict the reaction product. The product is: [C:17]([O:16][C:12](=[O:15])/[CH:13]=[CH:14]/[C:2]1[CH:3]=[C:4]([CH2:8][C:9]([OH:11])=[O:10])[CH:5]=[CH:6][CH:7]=1)([CH3:20])([CH3:19])[CH3:18]. (2) Given the reactants [Cl:1][CH2:2][CH2:3][C:4](Cl)=[O:5].[NH2:7][C:8]1[C:15]([Cl:16])=[CH:14][C:11]([CH:12]=[O:13])=[C:10]([O:17][CH3:18])[CH:9]=1, predict the reaction product. The product is: [Cl:1][CH2:2][CH2:3][C:4]([NH:7][C:8]1[CH:9]=[C:10]([O:17][CH3:18])[C:11]([CH:12]=[O:13])=[CH:14][C:15]=1[Cl:16])=[O:5]. (3) Given the reactants [OH:1][C@@H:2]([CH2:18][N:19]([C:24]1[CH:29]=[CH:28][C:27]([O:30][C:31]2[CH:36]=[CH:35][C:34]([C:37]([O:39]CC)=[O:38])=[CH:33][C:32]=2[I:42])=[CH:26][CH:25]=1)[CH2:20][CH:21]([CH3:23])[CH3:22])[CH2:3][O:4][C:5]1[C:17]2[C:16]3[C:11](=[CH:12][CH:13]=[CH:14][CH:15]=3)[NH:10][C:9]=2[CH:8]=[CH:7][CH:6]=1, predict the reaction product. The product is: [OH:1][C@@H:2]([CH2:18][N:19]([C:24]1[CH:29]=[CH:28][C:27]([O:30][C:31]2[CH:36]=[CH:35][C:34]([C:37]([OH:39])=[O:38])=[CH:33][C:32]=2[I:42])=[CH:26][CH:25]=1)[CH2:20][CH:21]([CH3:23])[CH3:22])[CH2:3][O:4][C:5]1[C:17]2[C:16]3[C:11](=[CH:12][CH:13]=[CH:14][CH:15]=3)[NH:10][C:9]=2[CH:8]=[CH:7][CH:6]=1. (4) Given the reactants [NH2:1][C:2]1[CH:3]=[C:4]([CH:21]=[CH:22][CH:23]=1)[O:5][C:6]1[CH:18]=[CH:17][C:9]2[N:10]=[C:11]([NH:13][C:14](=[O:16])[CH3:15])[S:12][C:8]=2[C:7]=1[C:19]#[N:20].[N:24]([C:27]1[CH:32]=[CH:31][C:30]([C:33]([F:36])([F:35])[F:34])=[CH:29][CH:28]=1)=[C:25]=[O:26], predict the reaction product. The product is: [C:19]([C:7]1[C:8]2[S:12][C:11]([NH:13][C:14](=[O:16])[CH3:15])=[N:10][C:9]=2[CH:17]=[CH:18][C:6]=1[O:5][C:4]1[CH:21]=[CH:22][CH:23]=[C:2]([NH:1][C:25](=[O:26])[NH:24][C:27]2[CH:32]=[CH:31][C:30]([C:33]([F:34])([F:36])[F:35])=[CH:29][CH:28]=2)[CH:3]=1)#[N:20].